From a dataset of Peptide-MHC class II binding affinity with 134,281 pairs from IEDB. Regression. Given a peptide amino acid sequence and an MHC pseudo amino acid sequence, predict their binding affinity value. This is MHC class II binding data. (1) The peptide sequence is GSDPKKLVLNIKYTRPGDSL. The MHC is HLA-DQA10102-DQB10602 with pseudo-sequence HLA-DQA10102-DQB10602. The binding affinity (normalized) is 0.585. (2) The peptide sequence is DEHIILYLVNFDKDR. The MHC is HLA-DPA10103-DPB10401 with pseudo-sequence HLA-DPA10103-DPB10401. The binding affinity (normalized) is 0.322. (3) The peptide sequence is SCGLYKQPGVPVRWK. The MHC is DRB1_1302 with pseudo-sequence DRB1_1302. The binding affinity (normalized) is 0.510. (4) The peptide sequence is HAYYLQYKNVRPDYL. The MHC is DRB5_0101 with pseudo-sequence DRB5_0101. The binding affinity (normalized) is 0.568.